This data is from Catalyst prediction with 721,799 reactions and 888 catalyst types from USPTO. The task is: Predict which catalyst facilitates the given reaction. (1) Reactant: [CH2:1]([NH2:8])[C:2]1[CH:7]=[CH:6][CH:5]=[CH:4][CH:3]=1.[N:9]([CH2:12][CH2:13]OS(C1C=CC(C)=CC=1)(=O)=O)=[N+:10]=[N-:11]. Product: [N:9]([CH2:12][CH2:13][NH:8][CH2:1][C:2]1[CH:7]=[CH:6][CH:5]=[CH:4][CH:3]=1)=[N+:10]=[N-:11]. The catalyst class is: 23. (2) Reactant: [N+:1]([C:4]1[C:5]([NH:11][C:12]2[CH:21]=[C:20]3[C:15]([CH:16]=[CH:17][CH:18]=[C:19]3[N:22]3[CH2:27][CH2:26][N:25]([C:28]([O:30][C:31]([CH3:34])([CH3:33])[CH3:32])=[O:29])[CH2:24][CH2:23]3)=[CH:14][CH:13]=2)=[N+:6]([O-])[CH:7]=[CH:8][CH:9]=1)([O-])=O.C([O-])=O.[NH4+]. Product: [NH2:1][C:4]1[C:5]([NH:11][C:12]2[CH:21]=[C:20]3[C:15]([CH:16]=[CH:17][CH:18]=[C:19]3[N:22]3[CH2:27][CH2:26][N:25]([C:28]([O:30][C:31]([CH3:34])([CH3:33])[CH3:32])=[O:29])[CH2:24][CH2:23]3)=[CH:14][CH:13]=2)=[N:6][CH:7]=[CH:8][CH:9]=1. The catalyst class is: 63. (3) Reactant: [CH3:1][O:2][C:3]1[CH:4]=[CH:5][C:6]2[O:10][C:9]([CH:11]([NH:18][C:19]3[CH:24]=[CH:23][C:22]([C:25]([NH:27][CH2:28][CH2:29][C:30]([O:32]CC)=[O:31])=[O:26])=[CH:21][CH:20]=3)[CH2:12][CH2:13][CH2:14][CH2:15][CH2:16][CH3:17])=[C:8]([CH3:35])[C:7]=2[CH:36]=1.O1CCCC1.[OH-].[Na+]. Product: [CH3:1][O:2][C:3]1[CH:4]=[CH:5][C:6]2[O:10][C:9]([CH:11]([NH:18][C:19]3[CH:20]=[CH:21][C:22]([C:25]([NH:27][CH2:28][CH2:29][C:30]([OH:32])=[O:31])=[O:26])=[CH:23][CH:24]=3)[CH2:12][CH2:13][CH2:14][CH2:15][CH2:16][CH3:17])=[C:8]([CH3:35])[C:7]=2[CH:36]=1. The catalyst class is: 8. (4) Reactant: [CH3:1][C:2]1[N:3]=[C:4]2[C:9]([NH:10][CH2:11][C:12]3[C:20]([CH3:21])=[CH:19][CH:18]=[CH:17][C:13]=3[C:14](O)=[O:15])=[CH:8][CH:7]=[CH:6][N:5]2[C:22]=1[CH3:23].O.C(Cl)[Cl:26]. Product: [ClH:26].[OH:15][CH2:14][C:13]1[CH:17]=[CH:18][CH:19]=[C:20]([CH3:21])[C:12]=1[CH2:11][NH:10][C:9]1[C:4]2[N:5]([C:22]([CH3:23])=[C:2]([CH3:1])[N:3]=2)[CH:6]=[CH:7][CH:8]=1. The catalyst class is: 11. (5) Reactant: [C:1]([O:5][C:6]([N:8]1[CH2:11][C:10]([NH2:17])([CH2:12][C:13]([O:15][CH3:16])=[O:14])[CH2:9]1)=[O:7])([CH3:4])([CH3:3])[CH3:2].[CH2:18](N(CC)CC)C.[CH2:25]([O:27][C:28](=[O:33])[CH2:29][C:30](Cl)=[O:31])C.Cl. Product: [C:1]([O:5][C:6]([N:8]1[CH2:9][C:10]([CH2:12][C:13]([O:15][CH2:16][CH3:18])=[O:14])([NH:17][C:30](=[O:31])[CH2:29][C:28]([O:27][CH3:25])=[O:33])[CH2:11]1)=[O:7])([CH3:3])([CH3:4])[CH3:2]. The catalyst class is: 2. (6) Reactant: [CH3:1][C:2]([CH3:19])([CH2:17][OH:18])[CH2:3][CH2:4][CH2:5][CH2:6][S:7][CH2:8][CH2:9][CH2:10][CH2:11][C:12]([CH3:16])([CH3:15])[CH2:13][OH:14].[OH:20]O. Product: [CH3:1][C:2]([CH3:19])([CH2:17][OH:18])[CH2:3][CH2:4][CH2:5][CH2:6][S:7]([CH2:8][CH2:9][CH2:10][CH2:11][C:12]([CH3:15])([CH3:16])[CH2:13][OH:14])=[O:20]. The catalyst class is: 86.